Dataset: Reaction yield outcomes from USPTO patents with 853,638 reactions. Task: Predict the reaction yield, written as a fraction of the theoretical maximum amount of product (1.0 means a 100% yield; for example, 0.34 means a 34% yield). (1) The reactants are C[O:2][C:3]([C:5]1[CH:6]=[CH:7][C:8]2[O:12][C:11]([CH:13]([CH:16]([C:18]3[CH:23]=[CH:22][C:21]([O:24][CH2:25][C:26](=[O:31])[C:27]([CH3:30])([CH3:29])[CH3:28])=[C:20]([CH2:32][CH3:33])[CH:19]=3)[CH3:17])[CH2:14][CH3:15])=[CH:10][C:9]=2[CH:34]=1)=[O:4].[OH-].[Na+]. The catalyst is CO.C1COCC1. The product is [CH3:29][C:27]([CH3:28])([CH3:30])[C:26](=[O:31])[CH2:25][O:24][C:21]1[CH:22]=[CH:23][C:18]([CH:16]([CH:13]([C:11]2[O:12][C:8]3[CH:7]=[CH:6][C:5]([C:3]([OH:4])=[O:2])=[CH:34][C:9]=3[CH:10]=2)[CH2:14][CH3:15])[CH3:17])=[CH:19][C:20]=1[CH2:32][CH3:33]. The yield is 0.990. (2) The reactants are [CH2:1]([O:3][C:4]1[C:11]([C:12]2[S:13][CH:14]=[CH:15][CH:16]=2)=[CH:10][C:7]([CH:8]=O)=[C:6]([O:17][CH3:18])[CH:5]=1)[CH3:2].[C:19]([C:22]1[CH:30]=[CH:29][C:25]([C:26]([OH:28])=[O:27])=[CH:24][CH:23]=1)(=[O:21])[CH3:20]. No catalyst specified. The product is [CH2:1]([O:3][C:4]1[C:11]([C:12]2[S:13][CH:14]=[CH:15][CH:16]=2)=[CH:10][C:7](/[CH:8]=[CH:20]/[C:19]([C:22]2[CH:30]=[CH:29][C:25]([C:26]([OH:28])=[O:27])=[CH:24][CH:23]=2)=[O:21])=[C:6]([O:17][CH3:18])[CH:5]=1)[CH3:2]. The yield is 0.760. (3) The reactants are [C:1]([NH:4][C:5]1[CH:6]=[CH:7][CH:8]=[C:9]2[C:13]=1[C:12](=[O:14])[N:11]([CH:15]([C:20]1[CH:25]=[CH:24][C:23]([O:26][CH:27]([F:29])[F:28])=[C:22]([O:30][CH2:31][CH3:32])[CH:21]=1)[CH2:16][C:17](O)=[O:18])[CH2:10]2)(=[O:3])[CH3:2].C(N1C=CN=C1)(N1C=CN=C1)=O.[NH:45]1[CH2:50][CH2:49][O:48][CH2:47][CH2:46]1.O. The catalyst is O1CCCC1. The product is [F:29][CH:27]([F:28])[O:26][C:23]1[CH:24]=[CH:25][C:20]([CH:15]([N:11]2[C:12](=[O:14])[C:13]3[C:9](=[CH:8][CH:7]=[CH:6][C:5]=3[NH:4][C:1](=[O:3])[CH3:2])[CH2:10]2)[CH2:16][C:17]([N:45]2[CH2:50][CH2:49][O:48][CH2:47][CH2:46]2)=[O:18])=[CH:21][C:22]=1[O:30][CH2:31][CH3:32]. The yield is 0.720.